From a dataset of Full USPTO retrosynthesis dataset with 1.9M reactions from patents (1976-2016). Predict the reactants needed to synthesize the given product. (1) Given the product [CH3:1][O:2][C:3]1[CH:4]=[C:5]([O:6][CH:7]2[CH2:11][CH2:10][N:9]([CH3:12])[CH2:8]2)[CH:13]=[CH:14][C:15]=1[NH2:16], predict the reactants needed to synthesize it. The reactants are: [CH3:1][O:2][C:3]1[CH:4]=[C:5]([CH:13]=[CH:14][C:15]=1[N+:16]([O-])=O)[O:6][CH:7]1[CH2:11][CH2:10][N:9]([CH3:12])[CH2:8]1. (2) Given the product [CH3:16][C:10]1[C:9]([O:8][C:6]2[CH:5]=[CH:4][N:3]=[C:2]([NH:17][C:18]3[CH:19]=[CH:20][C:21]([C:22]([O:24][CH2:25][CH3:26])=[O:23])=[CH:27][CH:28]=3)[CH:7]=2)=[CH:14][CH:13]=[C:12]([CH3:15])[N:11]=1, predict the reactants needed to synthesize it. The reactants are: Cl[C:2]1[CH:7]=[C:6]([O:8][C:9]2[C:10]([CH3:16])=[N:11][C:12]([CH3:15])=[CH:13][CH:14]=2)[CH:5]=[CH:4][N:3]=1.[NH2:17][C:18]1[CH:28]=[CH:27][C:21]([C:22]([O:24][CH2:25][CH3:26])=[O:23])=[CH:20][CH:19]=1.C([O-])([O-])=O.[Cs+].[Cs+].CC1(C)C2C(=C(P(C3C=CC=CC=3)C3C=CC=CC=3)C=CC=2)OC2C(P(C3C=CC=CC=3)C3C=CC=CC=3)=CC=CC1=2. (3) The reactants are: [NH2:1][C:2]1[C:7]([NH2:8])=[CH:6][C:5]([CH3:9])=[CH:4][N:3]=1.[CH2:10]([O:12][C:13](=[O:19])[CH2:14][C:15]([CH2:17]Cl)=O)[CH3:11]. Given the product [NH2:8][C:7]1[C:2]2[N:3]([C:14]([C:13]([O:12][CH2:10][CH3:11])=[O:19])=[C:15]([CH3:17])[N:1]=2)[CH:4]=[C:5]([CH3:9])[CH:6]=1, predict the reactants needed to synthesize it.